The task is: Predict the reaction yield, written as a fraction of the theoretical maximum amount of product (1.0 means a 100% yield; for example, 0.34 means a 34% yield).. This data is from Reaction yield outcomes from USPTO patents with 853,638 reactions. The reactants are C(Cl)(=O)C(Cl)=O.CS(C)=O.[Br:11][C:12]1[CH:17]=[C:16]([F:18])[CH:15]=[CH:14][C:13]=1[CH2:19][OH:20].C(N(CC)CC)C. The catalyst is ClCCl. The product is [Br:11][C:12]1[CH:17]=[C:16]([F:18])[CH:15]=[CH:14][C:13]=1[CH:19]=[O:20]. The yield is 0.890.